From a dataset of Forward reaction prediction with 1.9M reactions from USPTO patents (1976-2016). Predict the product of the given reaction. (1) Given the reactants [Br:1][C:2]1[CH:7]=[N:6][C:5]([NH2:8])=[CH:4][N:3]=1.[F:9][C:10]1[CH:17]=[CH:16][CH:15]=[C:14]([F:18])[C:11]=1[CH:12]=O, predict the reaction product. The product is: [Br:1][C:2]1[N:3]=[CH:4][C:5]([NH:8][CH2:12][C:11]2[C:10]([F:9])=[CH:17][CH:16]=[CH:15][C:14]=2[F:18])=[N:6][CH:7]=1. (2) Given the reactants B.CSC.[Br:5][CH2:6][C:7]1[CH:8]=[C:9]([CH2:14][C:15](O)=[O:16])[CH:10]=[C:11]([Cl:13])[CH:12]=1, predict the reaction product. The product is: [Br:5][CH2:6][C:7]1[CH:8]=[C:9]([CH2:14][CH2:15][OH:16])[CH:10]=[C:11]([Cl:13])[CH:12]=1. (3) The product is: [CH2:1]([O:3][C:4]([C:5]1[CH:10]=[CH:9][C:8]([C:22]2[CH:29]=[CH:28][C:25]([C:26]#[N:27])=[CH:24][CH:23]=2)=[CH:7][CH:6]=1)=[O:12])[CH3:2]. Given the reactants [CH2:1]([O:3][C:4](=[O:12])[C:5]1[CH:10]=[CH:9][C:8](I)=[CH:7][CH:6]=1)[CH3:2].C([Mg]Cl)(C)C.C([Cu])#N.I[C:22]1[CH:29]=[CH:28][C:25]([C:26]#[N:27])=[CH:24][CH:23]=1, predict the reaction product. (4) Given the reactants [CH:1]1([Mg]Br)[CH2:3][CH2:2]1.[Mg].C1(Br)CC1.[NH2:11][C:12]1[CH:17]=[CH:16][C:15]([C:18]2[CH:23]=[CH:22][CH:21]=[C:20]([Cl:24])[CH:19]=2)=[CH:14][C:13]=1[C:25]#[N:26].[C:27](=O)(OC)[O:28]C.[Cl-].[NH4+], predict the reaction product. The product is: [Cl:24][C:20]1[CH:19]=[C:18]([C:15]2[CH:14]=[C:13]3[C:12](=[CH:17][CH:16]=2)[NH:11][C:27](=[O:28])[N:26]=[C:25]3[CH:1]2[CH2:3][CH2:2]2)[CH:23]=[CH:22][CH:21]=1.